This data is from Full USPTO retrosynthesis dataset with 1.9M reactions from patents (1976-2016). The task is: Predict the reactants needed to synthesize the given product. (1) Given the product [CH3:34][C:32]([CH3:33])=[CH:31][CH2:30][CH2:29]/[C:28](/[CH3:35])=[CH:27]/[CH:26]=[CH:25]/[C:3](/[CH3:2])=[CH:4]/[CH:5]=[CH:45]/[C:44](/[CH3:47])=[CH:43]/[CH:42]=[CH:41]/[CH:40]=[C:37](\[CH3:36])/[CH:38]=[CH:5]/[CH:4]=[C:3](\[CH3:2])/[CH:25]=[CH:26]/[CH:27]=[C:28](\[CH3:35])/[CH2:29][CH2:30][CH:31]=[C:32]([CH3:34])[CH3:33], predict the reactants needed to synthesize it. The reactants are: [Cl-].[CH3:2][C:3]([CH:25]=[CH:26][CH:27]=[C:28]([CH3:35])[CH2:29][CH2:30][CH:31]=[C:32]([CH3:34])[CH3:33])=[CH:4][CH2:5][P+](C1C=CC=CC=1)(C1C=CC=CC=1)C1C=CC=CC=1.[CH3:36][C:37](=[CH:40][CH:41]=[CH:42][CH:43]=[C:44]([CH3:47])[CH:45]=O)[CH:38]=O.CO.C(=O)([O-])[O-].[K+].[K+]. (2) Given the product [CH3:26][N:16]1[C:17]2[NH:18][C:19]3[CH:24]=[CH:23][CH:22]=[CH:21][C:20]=3[NH:25][C:11](=[O:10])[C:13]=2[CH:14]=[N:15]1, predict the reactants needed to synthesize it. The reactants are: CS([CH2-])=O.[Na+].[H-].[Na+].C([O:10][C:11]([C:13]1[CH:14]=[N:15][N:16]([CH3:26])[C:17]=1[NH:18][C:19]1[CH:24]=[CH:23][CH:22]=[CH:21][C:20]=1[NH2:25])=O)C.